From a dataset of Catalyst prediction with 721,799 reactions and 888 catalyst types from USPTO. Predict which catalyst facilitates the given reaction. (1) Reactant: [OH:1][CH2:2][CH2:3][C:4]#[C:5][C:6]1[C:15]([O:16][CH3:17])=[CH:14][CH:13]=[CH:12][C:7]=1[C:8]([O:10]C)=[O:9].[OH-].[K+].Cl. Product: [OH:1][CH2:2][CH2:3][C:4]#[C:5][C:6]1[C:15]([O:16][CH3:17])=[CH:14][CH:13]=[CH:12][C:7]=1[C:8]([OH:10])=[O:9]. The catalyst class is: 24. (2) The catalyst class is: 4. Reactant: [CH3:1][NH:2][CH:3]1[C:11]2[C:6](=[CH:7][CH:8]=[CH:9][CH:10]=2)[CH2:5][CH:4]1[CH3:12].C(N(CC)CC)C.[CH3:20][C:21]1[N:25]([CH2:26][C:27]([N:29]2[CH2:34][CH2:33][CH:32]([C:35]3[S:36][CH:37]=[C:38]([C:40](Cl)=[O:41])[N:39]=3)[CH2:31][CH2:30]2)=[O:28])[N:24]=[C:23]([C:43]([F:46])([F:45])[F:44])[CH:22]=1. Product: [CH3:12][CH:4]1[CH2:5][C:6]2[C:11](=[CH:10][CH:9]=[CH:8][CH:7]=2)[CH:3]1[N:2]([CH3:1])[C:40]([C:38]1[N:39]=[C:35]([CH:32]2[CH2:31][CH2:30][N:29]([C:27](=[O:28])[CH2:26][N:25]3[C:21]([CH3:20])=[CH:22][C:23]([C:43]([F:44])([F:45])[F:46])=[N:24]3)[CH2:34][CH2:33]2)[S:36][CH:37]=1)=[O:41]. (3) Reactant: Br[C:2]1[CH:20]=[CH:19][C:5]([O:6][C:7]2[CH:8]=[CH:9][C:10]([C:17]#[N:18])=[C:11]([CH:16]=2)[C:12]([O:14][CH3:15])=[O:13])=[CH:4][C:3]=1[CH:21]=[O:22].[B:23]1([B:23]2[O:27][C:26]([CH3:29])([CH3:28])[C:25]([CH3:31])([CH3:30])[O:24]2)[O:27][C:26]([CH3:29])([CH3:28])[C:25]([CH3:31])([CH3:30])[O:24]1.C([O-])(=O)C.[K+]. Product: [C:17]([C:10]1[CH:9]=[CH:8][C:7]([O:6][C:5]2[CH:19]=[CH:20][C:2]([B:23]3[O:27][C:26]([CH3:29])([CH3:28])[C:25]([CH3:31])([CH3:30])[O:24]3)=[C:3]([CH:21]=[O:22])[CH:4]=2)=[CH:16][C:11]=1[C:12]([O:14][CH3:15])=[O:13])#[N:18]. The catalyst class is: 75. (4) The catalyst class is: 2. Reactant: [OH:1][CH2:2][CH2:3][C:4]1([C:17]2[CH:22]=[CH:21][CH:20]=[CH:19][CH:18]=2)[O:9][CH2:8][CH2:7][N:6]([C:10]([O:12][C:13]([CH3:16])([CH3:15])[CH3:14])=[O:11])[CH2:5]1.CS(C)=O.C(N(C(C)C)CC)(C)C.C([O-])(O)=O.[Na+]. Product: [O:1]=[CH:2][CH2:3][C:4]1([C:17]2[CH:22]=[CH:21][CH:20]=[CH:19][CH:18]=2)[O:9][CH2:8][CH2:7][N:6]([C:10]([O:12][C:13]([CH3:16])([CH3:14])[CH3:15])=[O:11])[CH2:5]1.